Dataset: Reaction yield outcomes from USPTO patents with 853,638 reactions. Task: Predict the reaction yield, written as a fraction of the theoretical maximum amount of product (1.0 means a 100% yield; for example, 0.34 means a 34% yield). (1) The reactants are C1(C)C=CC(S(O[CH2:11][CH2:12][C@@H:13]2[CH2:15][C@H:14]2[C:16]2[CH:17]=[N:18][CH:19]=[C:20]([O:22][CH2:23][C@@H:24]3[CH2:27][CH2:26][N:25]3[C:28]([O:30][C:31]([CH3:34])([CH3:33])[CH3:32])=[O:29])[CH:21]=2)(=O)=O)=CC=1.[N+](CCCC)(CCCC)(CCCC)CCCC.[F-:53]. The catalyst is C1COCC1. The product is [C:31]([O:30][C:28]([N:25]1[CH2:26][CH2:27][C@H:24]1[CH2:23][O:22][C:20]1[CH:19]=[N:18][CH:17]=[C:16]([C@@H:14]2[CH2:15][C@H:13]2[CH2:12][CH2:11][F:53])[CH:21]=1)=[O:29])([CH3:34])([CH3:33])[CH3:32]. The yield is 0.970. (2) The reactants are [CH3:1][C:2]1[C:6]([CH2:7][N:8]2[CH:12]=[C:11]([N:13]3[C:17](=[O:18])[N:16](C(OCC)=O)[N:15]([CH3:24])[C:14]3=[O:25])[CH:10]=[N:9]2)=[C:5]([CH3:26])[O:4][N:3]=1.CN(C=O)C.C(#N)C.Cl. The catalyst is CO. The product is [CH3:1][C:2]1[C:6]([CH2:7][N:8]2[CH:12]=[C:11]([N:13]3[C:14](=[O:25])[N:15]([CH3:24])[NH:16][C:17]3=[O:18])[CH:10]=[N:9]2)=[C:5]([CH3:26])[O:4][N:3]=1. The yield is 0.890. (3) The reactants are [Br:1][C:2]1[C:8]([CH3:9])=[CH:7][CH:6]=[CH:5][C:3]=1[NH2:4].S(=O)(=O)(O)O.[N+:15]([O-])([O-:17])=[O:16].[K+]. The catalyst is [OH-].[NH4+]. The product is [Br:1][C:2]1[C:8]([CH3:9])=[CH:7][C:6]([N+:15]([O-:17])=[O:16])=[CH:5][C:3]=1[NH2:4]. The yield is 0.980. (4) The reactants are Cl.[F:2][C:3]([F:14])([F:13])[C:4]1[N:8]2[CH2:9][CH2:10][NH:11][CH2:12][C:7]2=[CH:6][N:5]=1.C(N(CC)CC)C.[C:22](O[C:22]([O:24][C:25]([CH3:28])([CH3:27])[CH3:26])=[O:23])([O:24][C:25]([CH3:28])([CH3:27])[CH3:26])=[O:23].O. The catalyst is ClCCl. The product is [F:14][C:3]([F:2])([F:13])[C:4]1[N:8]2[CH2:9][CH2:10][N:11]([C:22]([O:24][C:25]([CH3:28])([CH3:27])[CH3:26])=[O:23])[CH2:12][C:7]2=[CH:6][N:5]=1. The yield is 0.917. (5) The reactants are [CH3:1][C:2]1[CH:7]=[CH:6][CH:5]=[CH:4][C:3]=1[NH:8][C:9](=O)[CH2:10][O:11][C:12]1[CH:17]=[CH:16][C:15]([O:18][C:19]2[C:28]3[C:23](=[CH:24][C:25]([O:31][CH3:32])=[C:26]([O:29][CH3:30])[CH:27]=3)[N:22]=[CH:21][CH:20]=2)=[CH:14][CH:13]=1.Cl.[OH-].[Na+]. The catalyst is O1CCCC1. The product is [CH3:30][O:29][C:26]1[CH:27]=[C:28]2[C:23](=[CH:24][C:25]=1[O:31][CH3:32])[N:22]=[CH:21][CH:20]=[C:19]2[O:18][C:15]1[CH:16]=[CH:17][C:12]([O:11][CH2:10][CH2:9][NH:8][C:3]2[CH:4]=[CH:5][CH:6]=[CH:7][C:2]=2[CH3:1])=[CH:13][CH:14]=1. The yield is 0.460. (6) The reactants are [CH3:1][OH:2].[H-].[Na+].[NH2:5][C:6]1[CH:11]=[N:10][CH:9]=[C:8](Cl)[N:7]=1. The catalyst is O1CCOCC1.C(OCC)(=O)C. The product is [NH2:5][C:6]1[CH:11]=[N:10][CH:9]=[C:8]([O:2][CH3:1])[N:7]=1. The yield is 0.110. (7) The reactants are [Cl:1][C:2]1[CH:7]=[CH:6][C:5]([CH3:8])=[CH:4][C:3]=1[OH:9].CI.[C:12]([O-])([O-])=O.[K+].[K+]. The catalyst is CC#N. The product is [Cl:1][C:2]1[CH:7]=[CH:6][C:5]([CH3:8])=[CH:4][C:3]=1[O:9][CH3:12]. The yield is 0.890.